Dataset: Forward reaction prediction with 1.9M reactions from USPTO patents (1976-2016). Task: Predict the product of the given reaction. (1) Given the reactants [CH2:1]([O:8][CH2:9][C:10]1([CH2:14][C:15]#[N:16])[CH2:13][CH2:12][CH2:11]1)[C:2]1[CH:7]=[CH:6][CH:5]=[CH:4][CH:3]=1.C([S:19]P([O-])(OCC)=S)C.C(OCC)(=O)C, predict the reaction product. The product is: [CH2:1]([O:8][CH2:9][C:10]1([CH2:14][C:15](=[S:19])[NH2:16])[CH2:11][CH2:12][CH2:13]1)[C:2]1[CH:7]=[CH:6][CH:5]=[CH:4][CH:3]=1. (2) Given the reactants [F:1][C:2]([F:18])([F:17])[O:3][C:4]1[CH:5]=[CH:6][C:7]2[O:12][CH:11]([C:13]([OH:15])=O)[CH2:10][NH:9][C:8]=2[CH:16]=1.[C:19](=[O:36])([O:34][CH3:35])[O:20][C:21]1[CH:26]=[C:25]([NH2:27])[C:24]([Br:28])=[CH:23][C:22]=1[CH:29]1[CH2:33][CH2:32][CH2:31][CH2:30]1.N1C=CC=CC=1.C(P1(=O)OP(CCC)(=O)OP(CCC)(=O)O1)CC, predict the reaction product. The product is: [C:19](=[O:36])([O:34][CH3:35])[O:20][C:21]1[CH:26]=[C:25]([NH:27][C:13]([CH:11]2[O:12][C:7]3[CH:6]=[CH:5][C:4]([O:3][C:2]([F:1])([F:18])[F:17])=[CH:16][C:8]=3[NH:9][CH2:10]2)=[O:15])[C:24]([Br:28])=[CH:23][C:22]=1[CH:29]1[CH2:33][CH2:32][CH2:31][CH2:30]1. (3) Given the reactants [NH2:1][CH2:2][CH:3]([OH:5])[CH3:4].[OH-].[Na+].O.[Cl:9][C:10]1[CH:15]=[CH:14][C:13]([CH2:16][CH2:17]Cl)=[CH:12][CH:11]=1, predict the reaction product. The product is: [Cl:9][C:10]1[CH:15]=[CH:14][C:13]([CH2:16][CH2:17][NH:1][CH2:2][CH:3]([OH:5])[CH3:4])=[CH:12][CH:11]=1. (4) Given the reactants [CH:1]([C:3]1[N:8]=[CH:7][C:6]([C:9]#[N:10])=[CH:5][CH:4]=1)=[CH2:2].BrN1C(=[O:17])CCC1=O.[OH-].[Na+], predict the reaction product. The product is: [O:17]1[CH2:2][CH:1]1[C:3]1[N:8]=[CH:7][C:6]([C:9]#[N:10])=[CH:5][CH:4]=1. (5) Given the reactants Cl.[NH2:2][CH2:3][C:4]([N:6]1[CH2:11][CH2:10][CH:9]([N:12]2[CH2:16][CH2:15][C@H:14]([O:17][C:18]3[CH:23]=[C:22]([F:24])[C:21]([S:25]([CH3:28])(=[O:27])=[O:26])=[CH:20][C:19]=3[F:29])[C:13]2=[O:30])[CH2:8][CH2:7]1)=[O:5].[F:31][C:32]([F:43])([F:42])[C:33](O[C:33](=[O:34])[C:32]([F:43])([F:42])[F:31])=[O:34], predict the reaction product. The product is: [F:29][C:19]1[CH:20]=[C:21]([S:25]([CH3:28])(=[O:27])=[O:26])[C:22]([F:24])=[CH:23][C:18]=1[O:17][C@H:14]1[CH2:15][CH2:16][N:12]([CH:9]2[CH2:10][CH2:11][N:6]([C:4](=[O:5])[CH2:3][NH:2][C:33](=[O:34])[C:32]([F:43])([F:42])[F:31])[CH2:7][CH2:8]2)[C:13]1=[O:30]. (6) Given the reactants [Br:1][C:2]1[C:10]2[C:5](=[N:6][CH:7]=[N:8][C:9]=2[NH2:11])[N:4]([C:12]([CH3:15])([CH3:14])[CH3:13])[N:3]=1.Cl[C:17]1[N:22]=[CH:21][CH:20]=[CH:19][N:18]=1.C(=O)([O-])[O-].[K+].[K+].O, predict the reaction product. The product is: [Br:1][C:2]1[C:10]2[C:5](=[N:6][CH:7]=[N:8][C:9]=2[NH:11][C:17]2[N:22]=[CH:21][CH:20]=[CH:19][N:18]=2)[N:4]([C:12]([CH3:15])([CH3:14])[CH3:13])[N:3]=1.